From a dataset of Forward reaction prediction with 1.9M reactions from USPTO patents (1976-2016). Predict the product of the given reaction. (1) Given the reactants Cl.[NH:2]1[C:7]2[N:8]=[CH:9][CH:10]=[CH:11][C:6]=2[C:5]2([CH2:16][CH2:15][NH:14][CH2:13][CH2:12]2)[O:4][C:3]1=[O:17].Cl[C:19]1[N:24]=[C:23]([C:25]([F:28])([F:27])[F:26])[N:22]=[C:21]([O:29][C:30]2[CH:39]=[C:38]([CH3:40])[C:33]3[NH:34][C:35](=[O:37])[O:36][C:32]=3[CH:31]=2)[CH:20]=1.CCN(C(C)C)C(C)C.O, predict the reaction product. The product is: [CH3:40][C:38]1[C:33]2[NH:34][C:35](=[O:37])[O:36][C:32]=2[CH:31]=[C:30]([O:29][C:21]2[N:22]=[C:23]([C:25]([F:27])([F:26])[F:28])[N:24]=[C:19]([N:14]3[CH2:13][CH2:12][C:5]4([O:4][C:3](=[O:17])[NH:2][C:7]5[N:8]=[CH:9][CH:10]=[CH:11][C:6]4=5)[CH2:16][CH2:15]3)[CH:20]=2)[CH:39]=1. (2) Given the reactants [C:1]1([C:7]2[N:12]=[C:11]3[NH:13][CH2:14][CH2:15][CH2:16][C:10]3=[N:9][C:8]=2[C:17]2[CH:22]=[CH:21][C:20]([CH3:23])=[CH:19][CH:18]=2)[CH:6]=[CH:5][CH:4]=[CH:3][CH:2]=1.CCN(C(C)C)C(C)C.O=[CH:34][CH2:35][CH2:36][CH2:37][CH2:38][CH2:39][C:40]([O:42][CH2:43][CH3:44])=[O:41].C(O[BH-](OC(=O)C)OC(=O)C)(=O)C.[Na+], predict the reaction product. The product is: [C:1]1([C:7]2[N:12]=[C:11]3[N:13]([CH2:34][CH2:35][CH2:36][CH2:37][CH2:38][CH2:39][C:40]([O:42][CH2:43][CH3:44])=[O:41])[CH2:14][CH2:15][CH2:16][C:10]3=[N:9][C:8]=2[C:17]2[CH:18]=[CH:19][C:20]([CH3:23])=[CH:21][CH:22]=2)[CH:6]=[CH:5][CH:4]=[CH:3][CH:2]=1. (3) Given the reactants [CH3:1]/[CH:2]=[CH:3]/[C:4]([CH:6]1[C:11]([CH3:13])([CH3:12])[CH2:10][CH:9]=[CH:8][CH:7]1[CH3:14])=[O:5].[SH:15][CH2:16][C:17]([O:19][CH3:20])=[O:18], predict the reaction product. The product is: [O:5]=[C:4]([CH:6]1[C:11]([CH3:12])([CH3:13])[CH2:10][CH:9]=[CH:8][CH:7]1[CH3:14])[CH2:3][CH:2]([S:15][CH2:16][C:17]([O:19][CH3:20])=[O:18])[CH3:1].